Regression/Classification. Given a drug SMILES string, predict its absorption, distribution, metabolism, or excretion properties. Task type varies by dataset: regression for continuous measurements (e.g., permeability, clearance, half-life) or binary classification for categorical outcomes (e.g., BBB penetration, CYP inhibition). For this dataset (solubility_aqsoldb), we predict Y. From a dataset of Aqueous solubility values for 9,982 compounds from the AqSolDB database. (1) The molecule is [Be]. The Y is -7.26 log mol/L. (2) The compound is Cn1nnnc1SCC1=C(C(=O)O)N2C(=O)C(NC(=O)C(O)c3ccccc3)C2SC1. The Y is -0.140 log mol/L. (3) The molecule is C=C(C)C(=O)OCCN1CCNC1=O. The Y is 0.703 log mol/L. (4) The Y is -3.73 log mol/L. The drug is c1ccc2c(c1)[nH]c1cnccc12. (5) The drug is CC(=O)Oc1ccc(C(C)=O)cc1. The Y is -1.52 log mol/L. (6) The drug is C[n+]1ccc(-c2cc[n+](C)cc2)cc1.[Cl-].[Cl-]. The Y is 0.435 log mol/L. (7) The molecule is CCCCCCCCCCCC(=O)OCC[N+](C)(C)C.[Cl-]. The Y is -2.21 log mol/L. (8) The compound is CC(C)N. The Y is 1.23 log mol/L. (9) The drug is NS(=O)(=O)c1cc2c(cc1Cl)NC(C(Cl)Cl)NS2(=O)=O. The Y is -3.18 log mol/L. (10) The drug is CCCCCCOC(=O)n1cc(F)c(=O)[nH]c1=O. The Y is -2.24 log mol/L.